Dataset: Experimentally validated miRNA-target interactions with 360,000+ pairs, plus equal number of negative samples. Task: Binary Classification. Given a miRNA mature sequence and a target amino acid sequence, predict their likelihood of interaction. The miRNA is mmu-miR-3057-3p with sequence UCCCACAGGCCCAGCUCAUAGC. The protein sequence of the target gene is MRTVWSPLAAALAALGMSTYKRATLDEEDLVDSLSEGDVYPNGLQVNFRSSRSGQRCWAARTSVEKRLVVLVTLLAAGLVACLAALGIQYQTRTPPVCLTEACVSVTSSILNSMDPTVDPCQDFFSYACGGWIKANPVPDGHSRWGTFSNLWEHNQAVIKHLLENATASVSEAERKAQVYYRACMNETRIEELRAKPLMELIEKLGGWNITGPWAKDNFQDTLQVVTAHYRTSPFFSVYVSADSKNSNSNVIQVDQSGLGLPSRDYYLNKTENEKVLTGYLNYMVQLGKLLGGGDEDAIR.... Result: 0 (no interaction).